Predict the product of the given reaction. From a dataset of Forward reaction prediction with 1.9M reactions from USPTO patents (1976-2016). (1) Given the reactants Cl[C:2]1[N:7]=[C:6]([N:8]2[CH2:14][CH2:13][CH2:12][N:11]([CH:15]([CH3:17])[CH3:16])[CH2:10][CH2:9]2)[CH:5]=[N:4][CH:3]=1.C([O-])([O-])=O.[Cs+].[Cs+].[F:24][C:25]1[CH:30]=[CH:29][C:28]([CH:31]=[O:32])=[CH:27][C:26]=1B(O)O, predict the reaction product. The product is: [F:24][C:25]1[CH:30]=[CH:29][C:28]([CH:31]=[O:32])=[CH:27][C:26]=1[C:2]1[CH:3]=[N:4][CH:5]=[C:6]([N:8]2[CH2:14][CH2:13][CH2:12][N:11]([CH:15]([CH3:17])[CH3:16])[CH2:10][CH2:9]2)[N:7]=1. (2) Given the reactants [C:1]([O:5][C:6](=[O:21])[CH2:7][O:8][C:9]1[C:14]2[CH2:15][CH2:16][CH2:17][CH2:18][CH:19]([NH2:20])[C:13]=2[CH:12]=[CH:11][CH:10]=1)([CH3:4])([CH3:3])[CH3:2].[C:22]1([C:32]2[CH:37]=[CH:36][CH:35]=[CH:34][CH:33]=2)[CH:27]=[CH:26][C:25]([S:28](Cl)(=[O:30])=[O:29])=[CH:24][CH:23]=1.C(N(C(C)C)CC)(C)C, predict the reaction product. The product is: [C:1]([O:5][C:6](=[O:21])[CH2:7][O:8][C:9]1[C:14]2[CH2:15][CH2:16][CH2:17][CH2:18][CH:19]([NH:20][S:28]([C:25]3[CH:24]=[CH:23][C:22]([C:32]4[CH:37]=[CH:36][CH:35]=[CH:34][CH:33]=4)=[CH:27][CH:26]=3)(=[O:30])=[O:29])[C:13]=2[CH:12]=[CH:11][CH:10]=1)([CH3:4])([CH3:2])[CH3:3]. (3) Given the reactants [CH3:1][O:2][C:3]1[CH:8]=[CH:7][C:6]([C:9](=O)[C:10]([C:12]2[CH:17]=[CH:16][C:15]([O:18][CH3:19])=[CH:14][CH:13]=2)=O)=[CH:5][CH:4]=1.[NH2:21][C:22]1[CH:23]=[C:24]([CH:27]=[CH:28][C:29]=1[NH2:30])[C:25]#[N:26], predict the reaction product. The product is: [CH3:1][O:2][C:3]1[CH:8]=[CH:7][C:6]([C:9]2[C:10]([C:12]3[CH:17]=[CH:16][C:15]([O:18][CH3:19])=[CH:14][CH:13]=3)=[N:21][C:22]3[C:29](=[CH:28][CH:27]=[C:24]([C:25]#[N:26])[CH:23]=3)[N:30]=2)=[CH:5][CH:4]=1. (4) The product is: [Cl:1][C:2]1[CH:3]=[C:4]([CH:8]([NH:11][C:12]2[N:44]=[C:15]3[C:16]([O:42][CH3:43])=[CH:17][C:18]([C:20]([N:22]4[CH:27]([CH2:28][CH2:29][OH:30])[CH2:26][O:25][CH:24]([CH3:41])[CH2:23]4)=[O:21])=[CH:19][N:14]3[N:13]=2)[CH2:9][F:10])[CH:5]=[CH:6][CH:7]=1. Given the reactants [Cl:1][C:2]1[CH:3]=[C:4]([CH:8]([NH:11][C:12]2[N:44]=[C:15]3[C:16]([O:42][CH3:43])=[CH:17][C:18]([C:20]([N:22]4[CH:27]([CH2:28][CH2:29][O:30][Si](C(C)C)(C(C)C)C(C)C)[CH2:26][O:25][CH:24]([CH3:41])[CH2:23]4)=[O:21])=[CH:19][N:14]3[N:13]=2)[CH2:9][F:10])[CH:5]=[CH:6][CH:7]=1.[F-].C([N+](CCCC)(CCCC)CCCC)CCC, predict the reaction product. (5) Given the reactants [NH2:1][C@@H:2]([CH2:8][C:9]1[CH:14]=[CH:13][CH:12]=[CH:11][CH:10]=1)[CH:3]([OH:7])[C:4]([OH:6])=[O:5].[C:15]([O:19][C:20](O[C:20]([O:19][C:15]([CH3:18])([CH3:17])[CH3:16])=[O:21])=[O:21])([CH3:18])([CH3:17])[CH3:16], predict the reaction product. The product is: [C:15]([O:19][C:20]([NH:1][C@@H:2]([CH2:8][C:9]1[CH:14]=[CH:13][CH:12]=[CH:11][CH:10]=1)[CH:3]([OH:7])[C:4]([OH:6])=[O:5])=[O:21])([CH3:18])([CH3:17])[CH3:16]. (6) Given the reactants C([O:4][C@H:5]1[CH2:22][CH2:21][C@@:20]2([CH3:23])[C@@H:7]([CH2:8][CH2:9][C@:10]3([CH3:47])[C@@H:19]2[CH2:18][CH2:17][C@H:16]2[C@@:11]3([CH3:46])[CH2:12][CH2:13][C@@:14]3([C:30](=[O:45])[NH:31][C@@H:32]4[CH2:35][C@H:34]([C:36]([N:38]5[CH2:42][CH2:41][CH2:40][CH2:39]5)=[O:37])[C:33]4([CH3:44])[CH3:43])[CH2:26][CH2:25][C@@H:24]([C:27]([CH3:29])=[CH2:28])[C@@H:15]32)[C:6]1([CH3:49])[CH3:48])(=O)C.[OH-].[Na+], predict the reaction product. The product is: [CH3:43][C:33]1([CH3:44])[C@@H:34]([C:36]([N:38]2[CH2:39][CH2:40][CH2:41][CH2:42]2)=[O:37])[CH2:35][C@H:32]1[NH:31][C:30]([C@:14]12[CH2:26][CH2:25][C@@H:24]([C:27]([CH3:29])=[CH2:28])[C@@H:15]1[C@@H:16]1[C@@:11]([CH3:46])([CH2:12][CH2:13]2)[C@@:10]2([CH3:47])[C@@H:19]([C@:20]3([CH3:23])[C@@H:7]([CH2:8][CH2:9]2)[C:6]([CH3:48])([CH3:49])[C@@H:5]([OH:4])[CH2:22][CH2:21]3)[CH2:18][CH2:17]1)=[O:45]. (7) The product is: [CH2:24]1[C:33]2[C:28](=[CH:29][CH:30]=[C:31]([C:34]([O:36][CH3:37])=[O:35])[CH:32]=2)[CH2:27][CH2:26][N:25]1[C:16]([O:18][C:19]([CH3:20])([CH3:21])[CH3:22])=[O:17]. Given the reactants C(N(CC)CC)C.[C:16](O[C:16]([O:18][C:19]([CH3:22])([CH3:21])[CH3:20])=[O:17])([O:18][C:19]([CH3:22])([CH3:21])[CH3:20])=[O:17].Cl.[CH2:24]1[C:33]2[C:28](=[CH:29][CH:30]=[C:31]([C:34]([O:36][CH3:37])=[O:35])[CH:32]=2)[CH2:27][CH2:26][NH:25]1.O, predict the reaction product. (8) Given the reactants [NH2:1][C:2]1[N:7]=[C:6]([NH2:8])[C:5]([O:9][CH2:10][CH2:11][CH2:12][O:13][C:14]2[C:23]3[C:18](=[CH:19][CH:20]=[C:21]([F:24])[CH:22]=3)[N:17]=[CH:16][CH:15]=2)=[C:4]([CH2:25][CH3:26])[N:3]=1.[ClH:27], predict the reaction product. The product is: [ClH:27].[ClH:27].[NH2:1][C:2]1[N:7]=[C:6]([NH2:8])[C:5]([O:9][CH2:10][CH2:11][CH2:12][O:13][C:14]2[C:23]3[C:18](=[CH:19][CH:20]=[C:21]([F:24])[CH:22]=3)[N:17]=[CH:16][CH:15]=2)=[C:4]([CH2:25][CH3:26])[N:3]=1. (9) Given the reactants Cl.Cl.[F:3][C:4]1[C:12]([C:13]2[C:21]3[C:20]([NH2:22])=[N:19][CH:18]=[N:17][C:16]=3[N:15]([CH3:23])[CH:14]=2)=[CH:11][CH:10]=[C:9]2[C:5]=1[CH2:6][CH2:7][NH:8]2.CN(C(ON1N=NC2C=CC=NC1=2)=[N+](C)C)C.F[P-](F)(F)(F)(F)F.CCN(C(C)C)C(C)C.[F:57][C:58]([F:70])([F:69])[C:59]1[N:64]=[C:63]([CH2:65][C:66](O)=[O:67])[CH:62]=[CH:61][CH:60]=1, predict the reaction product. The product is: [F:3][C:4]1[C:12]([C:13]2[C:21]3[C:20]([NH2:22])=[N:19][CH:18]=[N:17][C:16]=3[N:15]([CH3:23])[CH:14]=2)=[CH:11][CH:10]=[C:9]2[C:5]=1[CH2:6][CH2:7][N:8]2[C:66](=[O:67])[CH2:65][C:63]1[CH:62]=[CH:61][CH:60]=[C:59]([C:58]([F:57])([F:70])[F:69])[N:64]=1. (10) Given the reactants FC(F)(F)C(O)=O.[NH2:8][C:9]1[C:18]2[N:19]=[C:20]([CH2:32][CH2:33][CH2:34][CH3:35])[N:21]([CH2:22][CH2:23][NH:24]C(=O)OC(C)(C)C)[C:17]=2[C:16]2[N:15]=[CH:14][CH:13]=[CH:12][C:11]=2[N:10]=1, predict the reaction product. The product is: [NH2:8][C:9]1[C:18]2[N:19]=[C:20]([CH2:32][CH2:33][CH2:34][CH3:35])[N:21]([CH2:22][CH2:23][NH2:24])[C:17]=2[C:16]2[N:15]=[CH:14][CH:13]=[CH:12][C:11]=2[N:10]=1.